Dataset: Full USPTO retrosynthesis dataset with 1.9M reactions from patents (1976-2016). Task: Predict the reactants needed to synthesize the given product. (1) Given the product [N:1]1[CH:6]=[CH:5][CH:4]=[CH:3][C:2]=1[CH2:7][CH2:8][C:9]1[CH:10]=[CH:11][C:12]([NH2:15])=[CH:13][CH:14]=1, predict the reactants needed to synthesize it. The reactants are: [N:1]1[CH:6]=[CH:5][CH:4]=[CH:3][C:2]=1[C:7]#[C:8][C:9]1[CH:14]=[CH:13][C:12]([NH2:15])=[CH:11][CH:10]=1. (2) Given the product [NH2:2][C@H:3]1[CH2:8][CH2:7][C@H:6]([C:9]([O:11][CH3:12])=[O:10])[CH2:5][CH2:4]1, predict the reactants needed to synthesize it. The reactants are: Cl.[NH2:2][C@H:3]1[CH2:8][CH2:7][C@H:6]([C:9]([OH:11])=[O:10])[CH2:5][CH2:4]1.[CH3:12]O. (3) Given the product [Si:1]([O:8][CH2:9][C:10]1[CH:11]=[C:12]([N:13]([CH2:14][CH2:15][O:16][CH2:17][CH2:18][O:19][CH2:20][CH2:21][O:22][CH3:23])[C:40](=[O:41])[CH2:39][CH2:38][C:37]([CH3:43])([S:44][S:45][CH3:46])[CH3:36])[CH:24]=[C:25]([CH2:27][O:28][Si:29]([C:32]([CH3:35])([CH3:34])[CH3:33])([CH3:30])[CH3:31])[CH:26]=1)([C:4]([CH3:5])([CH3:7])[CH3:6])([CH3:3])[CH3:2], predict the reactants needed to synthesize it. The reactants are: [Si:1]([O:8][CH2:9][C:10]1[CH:11]=[C:12]([CH:24]=[C:25]([CH2:27][O:28][Si:29]([C:32]([CH3:35])([CH3:34])[CH3:33])([CH3:31])[CH3:30])[CH:26]=1)[NH:13][CH2:14][CH2:15][O:16][CH2:17][CH2:18][O:19][CH2:20][CH2:21][O:22][CH3:23])([C:4]([CH3:7])([CH3:6])[CH3:5])([CH3:3])[CH3:2].[CH3:36][C:37]([S:44][S:45][CH3:46])([CH3:43])[CH2:38][CH2:39][C:40](O)=[O:41].C(Cl)CCl. (4) Given the product [Cl:1][C:2]1[C:3]([F:19])=[CH:4][C:5]([NH:9][C:10]2[C:15]([NH2:16])=[CH:14][CH:13]=[CH:12][N:11]=2)=[CH:6][C:7]=1[F:8], predict the reactants needed to synthesize it. The reactants are: [Cl:1][C:2]1[C:7]([F:8])=[CH:6][C:5]([NH:9][C:10]2[C:15]([N+:16]([O-])=O)=[CH:14][CH:13]=[CH:12][N:11]=2)=[CH:4][C:3]=1[F:19].O1CCCC1.[Cl-].[NH4+]. (5) Given the product [CH2:3]([C:4]([P:7]([OH:10])([OH:9])=[O:8])([P:7]([OH:10])([OH:9])=[O:8])[OH:6])[CH2:2][NH2:1], predict the reactants needed to synthesize it. The reactants are: [NH2:1][CH2:2][CH2:3][C:4]([OH:6])=O.[P:7]([OH:10])([OH:9])[OH:8].P(Cl)(Cl)Cl. (6) Given the product [Cl:1][C:2]1[CH:7]=[CH:6][C:5]([C:8]2[C:12]([C:13]([C:15]3[CH:16]=[N:17][CH:18]=[CH:19][CH:20]=3)([OH:14])[CH3:34])=[C:11]([C:21]3[CH:26]=[CH:25][C:24]([F:27])=[CH:23][C:22]=3[F:28])[O:10][N:9]=2)=[C:4]([F:29])[CH:3]=1, predict the reactants needed to synthesize it. The reactants are: [Cl:1][C:2]1[CH:7]=[CH:6][C:5]([C:8]2[C:12]([C:13]([C:15]3[CH:16]=[N:17][CH:18]=[CH:19][CH:20]=3)=[O:14])=[C:11]([C:21]3[CH:26]=[CH:25][C:24]([F:27])=[CH:23][C:22]=3[F:28])[O:10][N:9]=2)=[C:4]([F:29])[CH:3]=1.[Cl-].[Ce+3].[Cl-].[Cl-].[CH3:34][Li].[Cl-].[NH4+].